The task is: Predict the product of the given reaction.. This data is from Forward reaction prediction with 1.9M reactions from USPTO patents (1976-2016). (1) The product is: [Br:1][C:2]1[CH:10]=[C:9]([O:11][CH3:12])[C:8]([O:13][CH2:21][C:20]2[CH:15]=[CH:16][C:17]([O:26][CH3:27])=[CH:18][CH:19]=2)=[CH:7][C:3]=1[C:4]([O:6][CH2:37][CH3:38])=[O:5].[Br:14][C:15]1[C:20]([C:21]([O:23][CH2:24][CH3:25])=[O:22])=[CH:19][CH:18]=[C:17]([O:26][CH3:27])[C:16]=1[O:28][CH2:41][C:40]1[CH:44]=[CH:45][C:37]([O:36][CH3:35])=[CH:38][CH:39]=1. Given the reactants [Br:1][C:2]1[CH:10]=[C:9]([O:11][CH3:12])[C:8]([OH:13])=[CH:7][C:3]=1[C:4]([O-:6])=[O:5].[Br:14][C:15]1[C:20]([C:21]([O:23][CH2:24][CH3:25])=[O:22])=[CH:19][CH:18]=[C:17]([O:26][CH3:27])[C:16]=1[OH:28].C([O-])([O-])=O.[K+].[K+].[CH3:35][O:36][C:37]1[CH:45]=[CH:44][C:40]([C:41](Cl)=O)=[CH:39][CH:38]=1, predict the reaction product. (2) Given the reactants [OH:1]OS([O-])=O.[K+].[NH:7]1[C:15]2[C:10](=[C:11]([C:16]3[N:17]=[C:18]([N:36]4[CH2:41][CH2:40][O:39][CH2:38][CH2:37]4)[C:19]4[S:24][C:23]([C:25]5[CH:26]=[C:27]([S:31][CH2:32][C@@H:33]([OH:35])[CH3:34])[CH:28]=[CH:29][CH:30]=5)=[CH:22][C:20]=4[N:21]=3)[CH:12]=[CH:13][CH:14]=2)[CH:9]=[N:8]1.[OH2:42], predict the reaction product. The product is: [NH:7]1[C:15]2[C:10](=[C:11]([C:16]3[N:17]=[C:18]([N:36]4[CH2:41][CH2:40][O:39][CH2:38][CH2:37]4)[C:19]4[S:24][C:23]([C:25]5[CH:26]=[C:27]([S:31]([CH2:32][C@@H:33]([OH:35])[CH3:34])(=[O:1])=[O:42])[CH:28]=[CH:29][CH:30]=5)=[CH:22][C:20]=4[N:21]=3)[CH:12]=[CH:13][CH:14]=2)[CH:9]=[N:8]1. (3) Given the reactants [CH3:1][S:2]([CH2:5][CH2:6][N:7]1[CH2:12][CH:11]=[C:10]([C:13]2[CH:18]=[CH:17][C:16]([N+:19]([O-])=O)=[C:15]([CH2:22][CH2:23][CH3:24])[CH:14]=2)[CH2:9][CH2:8]1)(=[O:4])=[O:3].C1[C@@H]2CN(C3CCN(C4C=CC(N)=C(OC)C=4)CC3)CCN2CCO1, predict the reaction product. The product is: [CH3:1][S:2]([CH2:5][CH2:6][N:7]1[CH2:8][CH2:9][CH:10]([C:13]2[CH:18]=[CH:17][C:16]([NH2:19])=[C:15]([CH2:22][CH2:23][CH3:24])[CH:14]=2)[CH2:11][CH2:12]1)(=[O:4])=[O:3]. (4) The product is: [Cl:1][C:2]1[C:7]([C:8]([F:10])([F:11])[F:9])=[C:6]([N:12]([CH2:13][C@@H:14]2[CH2:16][C@H:15]2[C:17]2[CH:18]=[CH:19][C:20]([F:23])=[CH:21][CH:22]=2)[CH3:27])[CH:5]=[CH:4][N:3]=1. Given the reactants [Cl:1][C:2]1[C:7]([C:8]([F:11])([F:10])[F:9])=[C:6]([NH:12][CH2:13][C@@H:14]2[CH2:16][C@H:15]2[C:17]2[CH:22]=[CH:21][C:20]([F:23])=[CH:19][CH:18]=2)[CH:5]=[CH:4][N:3]=1.[H-].[Na+].I[CH3:27], predict the reaction product. (5) Given the reactants [Cl:1][C:2]1[CH:7]=[CH:6][CH:5]=[CH:4][C:3]=1[CH:8]=[CH:9][C:10]1[N:11]([CH2:15][CH2:16][O:17][CH2:18][CH2:19][O:20][CH2:21][CH3:22])[CH:12]=[CH:13][CH:14]=1.[C:23]1(=[O:29])[NH:27][C:26](=[O:28])[CH:25]=[CH:24]1, predict the reaction product. The product is: [Cl:1][C:2]1[CH:7]=[CH:6][CH:5]=[CH:4][C:3]=1[CH:8]1[CH2:9][C:10]2[N:11]([CH2:15][CH2:16][O:17][CH2:18][CH2:19][O:20][CH2:21][CH3:22])[CH:12]=[CH:13][C:14]=2[CH:24]2[CH:25]1[C:26](=[O:28])[NH:27][C:23]2=[O:29]. (6) Given the reactants Cl[C:2]1[CH:12]=[C:6]2[N:7]([CH3:11])[CH2:8][CH2:9][CH2:10][N:5]2[C:4](=[O:13])[N:3]=1.[C:14]1([CH3:22])[CH:19]=[CH:18][CH:17]=[CH:16][C:15]=1[CH2:20][SH:21].CC(C)([O-])C.[K+], predict the reaction product. The product is: [CH3:11][N:7]1[CH2:8][CH2:9][CH2:10][N:5]2[C:4](=[O:13])[N:3]=[C:2]([S:21][CH2:20][C:15]3[CH:16]=[CH:17][CH:18]=[CH:19][C:14]=3[CH3:22])[CH:12]=[C:6]12. (7) Given the reactants [CH2:1]([O:3][C:4]([C:6]1[CH:7]=[C:8]2[C:13](=[CH:14][CH:15]=1)[NH:12][CH:11]([C:16]1[CH:21]=[CH:20][CH:19]=[C:18]([NH2:22])[CH:17]=1)[C:10]([CH3:24])([CH3:23])[CH2:9]2)=[O:5])[CH3:2].N1C=CC=CC=1.[N:31]1([C:37](Cl)=[O:38])[CH2:36][CH2:35][O:34][CH2:33][CH2:32]1, predict the reaction product. The product is: [CH2:1]([O:3][C:4]([C:6]1[CH:7]=[C:8]2[C:13](=[CH:14][CH:15]=1)[NH:12][CH:11]([C:16]1[CH:21]=[CH:20][CH:19]=[C:18]([NH:22][C:37]([N:31]3[CH2:36][CH2:35][O:34][CH2:33][CH2:32]3)=[O:38])[CH:17]=1)[C:10]([CH3:23])([CH3:24])[CH2:9]2)=[O:5])[CH3:2]. (8) The product is: [Cl:9][C:10]1[C:15]([C:16]([O:18][CH2:1][C:2]2[CH:7]=[CH:6][CH:5]=[CH:4][CH:3]=2)=[O:17])=[CH:14][N:13]=[C:12]([Cl:19])[CH:11]=1. Given the reactants [CH2:1](Br)[C:2]1[CH:7]=[CH:6][CH:5]=[CH:4][CH:3]=1.[Cl:9][C:10]1[C:15]([C:16]([OH:18])=[O:17])=[CH:14][N:13]=[C:12]([Cl:19])[CH:11]=1.C(=O)([O-])[O-].[K+].[K+].CN(C=O)C, predict the reaction product.